Dataset: Full USPTO retrosynthesis dataset with 1.9M reactions from patents (1976-2016). Task: Predict the reactants needed to synthesize the given product. (1) The reactants are: C1C=NC=[C:3]([CH:7]=[O:8])C=1.[CH3:9][N:10]1[C:14]2[CH:15]=[CH:16][CH:17]=[CH:18][C:13]=2[S:12]/[C:11]/1=[N:19]/[N:20]=[CH:21][C:22]1[CH:27]=[CH:26][CH:25]=[N:24][CH:23]=1.[Br:28]C(O)C. Given the product [Br-:28].[OH:8][CH2:7][CH2:3][N+:24]1[CH:25]=[CH:26][CH:27]=[C:22](/[CH:21]=[N:20]\[N:19]=[C:11]2\[S:12][C:13]3[CH:18]=[CH:17][CH:16]=[CH:15][C:14]=3[N:10]\2[CH3:9])[CH:23]=1, predict the reactants needed to synthesize it. (2) Given the product [Cl:1][C:2]1[N:10]=[C:9]2[C:5]([N:6]=[C:7]([CH2:36][N:44]3[CH2:45][CH2:46][N:41]([C:47]([CH3:52])([CH3:51])[C:48]([NH2:50])=[O:49])[CH2:42][CH2:43]3)[N:8]2[CH2:11][CH2:12][OH:13])=[C:4]([N:20]2[CH2:21][CH2:22][O:23][CH2:24][CH2:25]2)[N:3]=1, predict the reactants needed to synthesize it. The reactants are: [Cl:1][C:2]1[N:10]=[C:9]2[C:5]([N:6]=[CH:7][N:8]2[CH2:11][CH2:12][O:13]C2CCCCO2)=[C:4]([N:20]2[CH2:25][CH2:24][O:23][CH2:22][CH2:21]2)[N:3]=1.C[Si](C)(C)[N-][Si](C)(C)C.[Li+].[CH3:36]N(C=O)C.[N:41]1([C:47]([CH3:52])([CH3:51])[C:48]([NH2:50])=[O:49])[CH2:46][CH2:45][NH:44][CH2:43][CH2:42]1.C(O[BH-](OC(=O)C)OC(=O)C)(=O)C.[Na+].